From a dataset of Forward reaction prediction with 1.9M reactions from USPTO patents (1976-2016). Predict the product of the given reaction. (1) The product is: [F:46][C:47]1[CH:48]=[C:49]([CH:92]=[CH:93][CH:94]=1)[CH2:50][N:51]1[C:55]([CH3:56])=[C:54]([C:57]2[C:65]3[C:60](=[N:61][CH:62]=[C:63]([C:66]4[CH:67]=[CH:68][C:69]([N:72]5[CH2:77][CH2:76][N:75]([CH2:78][C@@H:79]([OH:81])[CH3:80])[CH2:74][CH2:73]5)=[CH:70][CH:71]=4)[CH:64]=3)[NH:59][CH:58]=2)[CH:53]=[N:52]1. Given the reactants Cl.FC1C=C(C=CC=1)CN1C=C(C2C3C(=NC=C(C4C=CC(C5CCNCC5)=CC=4)C=3)N(S(C3C=CC(C)=CC=3)(=O)=O)C=2)C=N1.[F:46][C:47]1[CH:48]=[C:49]([CH:92]=[CH:93][CH:94]=1)[CH2:50][N:51]1[C:55]([CH3:56])=[C:54]([C:57]2[C:65]3[C:60](=[N:61][CH:62]=[C:63]([C:66]4[CH:71]=[CH:70][C:69]([N:72]5[CH2:77][CH2:76][N:75]([CH2:78][C@@H:79]([OH:81])[CH3:80])[CH2:74][CH2:73]5)=[CH:68][CH:67]=4)[CH:64]=3)[N:59](S(C3C=CC(C)=CC=3)(=O)=O)[CH:58]=2)[CH:53]=[N:52]1.[OH-].[Li+], predict the reaction product. (2) Given the reactants [OH:1][C@H:2]1[CH2:7][CH2:6][C@H:5]([NH:8][C:9]2[CH:17]=[CH:16][C:15]([N+:18]([O-:20])=[O:19])=[CH:14][C:10]=2[C:11]([OH:13])=O)[CH2:4][CH2:3]1.ON1C2C=CC=CC=2N=N1.[CH2:31]([NH2:38])[C:32]1[CH:37]=[CH:36][CH:35]=[CH:34][CH:33]=1.Cl.CN(C)CCCN=C=NCC, predict the reaction product. The product is: [CH2:31]([NH:38][C:11](=[O:13])[C:10]1[CH:14]=[C:15]([N+:18]([O-:20])=[O:19])[CH:16]=[CH:17][C:9]=1[NH:8][C@H:5]1[CH2:4][CH2:3][C@H:2]([OH:1])[CH2:7][CH2:6]1)[C:32]1[CH:37]=[CH:36][CH:35]=[CH:34][CH:33]=1. (3) Given the reactants [F:1][C:2]1[CH:3]=[C:4]([C:16]([NH:18][CH2:19][C:20]2[CH:28]=[CH:27][C:23]([C:24](O)=O)=[CH:22][CH:21]=2)=[O:17])[C:5]([CH2:8][C:9]2[CH:14]=[CH:13][C:12]([F:15])=[CH:11][CH:10]=2)=[N:6][CH:7]=1.Cl.[N:30]1[NH:31][N:32]=[N:33]C=1C1C=CC(CN)=CC=1, predict the reaction product. The product is: [F:1][C:2]1[CH:7]=[N:6][C:5]([CH2:8][C:9]2[CH:14]=[CH:13][C:12]([F:15])=[CH:11][CH:10]=2)=[C:4]([CH:3]=1)[C:16]([NH:18][CH2:19][C:20]1[CH:28]=[CH:27][C:23]([C:24]2[N:30]=[N:31][NH:32][N:33]=2)=[CH:22][CH:21]=1)=[O:17]. (4) Given the reactants [CH3:1][C:2]1[C@@H:19]([O:20][C:21]([C@H:23]([OH:39])[C@@H:24]([NH:31][C:32]([O:34][C:35]([CH3:38])([CH3:37])[CH3:36])=[O:33])[C:25]2[CH:26]=[CH:27][CH:28]=[CH:29][CH:30]=2)=[O:22])[CH2:18][C@:14]2([OH:40])[C:15]([CH3:17])([CH3:16])[C:3]=1[C@@H:4]([OH:58])[C:5]([C@@:7]1([CH3:57])[C@H:12]([C@@H:13]2[O:41][C:42]([C:44]2[CH:45]=[CH:46][CH:47]=[CH:48][CH:49]=2)=[O:43])[C@:11]2([O:52][C:53]([CH3:55])=[O:54])[CH2:50][O:51][C@@H:10]2[CH2:9][C@@H:8]1[OH:56])=[O:6].C1(=O)OC(=O)CC1.N1C=CC=CC=1, predict the reaction product. The product is: [CH3:1][C:2]1[C@@H:19]([O:20][C:21]([C@H:23]([OH:39])[C@@H:24]([NH:31][C:32]([O:34][C:35]([CH3:36])([CH3:37])[CH3:38])=[O:33])[C:25]2[CH:30]=[CH:29][CH:28]=[CH:27][CH:26]=2)=[O:22])[CH2:18][C@@:14]2([OH:40])[C:15]([CH3:16])([CH3:17])[C:3]=1[C@@H:4]([OH:58])[C:5]([C@@:7]1([CH3:57])[C@H:12]([C@@H:13]2[O:41][C:42]([C:44]2[CH:45]=[CH:46][CH:47]=[CH:48][CH:49]=2)=[O:43])[C@:11]2([O:52][C:53]([CH3:55])=[O:54])[CH2:50][O:51][C@@H:10]2[CH2:9][C@@H:8]1[OH:56])=[O:6]. (5) Given the reactants [Cl:1][C:2]1[CH:7]=[CH:6][C:5]([C:8]2[S:12][C:11]([C:13]([O:15]C)=O)=[C:10]([N:17]=[CH:18][N:19]([CH3:21])C)[CH:9]=2)=[CH:4][CH:3]=1.NC1[CH:37]=[CH:36][C:26]([O:27][CH2:28][C:29]([O:31][C:32]([CH3:35])([CH3:34])[CH3:33])=[O:30])=[C:25]([O:38][CH3:39])[CH:24]=1, predict the reaction product. The product is: [Cl:1][C:2]1[CH:3]=[CH:4][C:5]([C:8]2[S:12][C:11]3[C:13](=[O:15])[N:19]([C:21]4[CH:37]=[CH:36][C:26]([O:27][CH2:28][C:29]([O:31][C:32]([CH3:35])([CH3:33])[CH3:34])=[O:30])=[C:25]([O:38][CH3:39])[CH:24]=4)[CH:18]=[N:17][C:10]=3[CH:9]=2)=[CH:6][CH:7]=1.